Predict the product of the given reaction. From a dataset of Forward reaction prediction with 1.9M reactions from USPTO patents (1976-2016). (1) Given the reactants [N:1]1([CH2:6][C@@H:7]([O:14][C:15]2[CH:24]=[CH:23][C:22]3[C:21](=[O:25])[CH2:20][CH2:19][CH2:18][C:17]=3[C:16]=2[CH2:26][S:27][C:28]2[CH:29]=[C:30]([CH:34]=[CH:35][CH:36]=2)[C:31]([OH:33])=O)[C:8]2[CH:13]=[CH:12][CH:11]=[CH:10][CH:9]=2)[CH:5]=[CH:4][N:3]=[CH:2]1.[CH:37]1([NH2:40])[CH2:39][CH2:38]1, predict the reaction product. The product is: [CH:37]1([NH:40][C:31](=[O:33])[C:30]2[CH:34]=[CH:35][CH:36]=[C:28]([S:27][CH2:26][C:16]3[C:17]4[CH2:18][CH2:19][CH2:20][C:21](=[O:25])[C:22]=4[CH:23]=[CH:24][C:15]=3[O:14][C@@H:7]([C:8]3[CH:9]=[CH:10][CH:11]=[CH:12][CH:13]=3)[CH2:6][N:1]3[CH:5]=[CH:4][N:3]=[CH:2]3)[CH:29]=2)[CH2:39][CH2:38]1. (2) Given the reactants CCCCCCCCCCCC.Br[C:14]1[CH:15]=[N:16][C:17]2[C:22]([CH:23]=1)=[CH:21][CH:20]=[CH:19][CH:18]=2.[C@@H]1(N)CCCC[C@H]1N.[CH3:32][O:33][C:34]([C:36]1[C:44]2[C:39](=[CH:40][CH:41]=[CH:42][CH:43]=2)[NH:38][CH:37]=1)=[O:35].P([O-])([O-])([O-])=O.[K+].[K+].[K+], predict the reaction product. The product is: [CH3:32][O:33][C:34]([C:36]1[C:44]2[C:39](=[CH:40][CH:41]=[CH:42][CH:43]=2)[N:38]([C:14]2[CH:15]=[N:16][C:17]3[C:22]([CH:23]=2)=[CH:21][CH:20]=[CH:19][CH:18]=3)[CH:37]=1)=[O:35].